Dataset: Forward reaction prediction with 1.9M reactions from USPTO patents (1976-2016). Task: Predict the product of the given reaction. (1) Given the reactants [CH3:1][C:2]1[O:3][C:4]([CH3:18])=[CH:5][C:6]=1[S:7][C:8]1[CH:13]=[CH:12][C:11]([CH3:14])=[CH:10][C:9]=1[N+:15]([O-])=O.Cl[Sn]Cl, predict the reaction product. The product is: [CH3:1][C:2]1[O:3][C:4]([CH3:18])=[CH:5][C:6]=1[S:7][C:8]1[CH:13]=[CH:12][C:11]([CH3:14])=[CH:10][C:9]=1[NH2:15]. (2) Given the reactants [C:1]([O:12][CH3:13])(=[O:11])[C:2]1[CH:10]=[CH:9][CH:8]=[C:4]([C:5]([O-:7])=O)[CH:3]=1.[CH3:14][C:15]1[N:16]=[C:17]([CH2:20][NH:21][CH:22]([CH3:24])[CH3:23])[S:18][CH:19]=1, predict the reaction product. The product is: [CH:22]([N:21]([CH2:20][C:17]1[S:18][CH:19]=[C:15]([CH3:14])[N:16]=1)[C:5]([C:4]1[CH:3]=[C:2]([CH:10]=[CH:9][CH:8]=1)[C:1]([O:12][CH3:13])=[O:11])=[O:7])([CH3:24])[CH3:23]. (3) Given the reactants C([O:3][C:4]([C:6]1[C:15](=[O:16])[C:14]2[C:9](=[N:10][C:11]([Cl:17])=[CH:12][CH:13]=2)[N:8]([CH:18]2[CH2:20][CH2:19]2)[CH:7]=1)=[O:5])C, predict the reaction product. The product is: [Cl:17][C:11]1[N:10]=[C:9]2[C:14]([C:15](=[O:16])[C:6]([C:4]([OH:5])=[O:3])=[CH:7][N:8]2[CH:18]2[CH2:20][CH2:19]2)=[CH:13][CH:12]=1. (4) Given the reactants C[O:2][C:3]1[CH:4]=[C:5]2[C:10](=[CH:11][CH:12]=1)[N:9]=[C:8]([NH:13][C:14]1[CH:19]=[CH:18][CH:17]=[CH:16][C:15]=1[N:20]1[CH2:25][CH2:24][O:23][CH2:22][CH2:21]1)[N:7]=[CH:6]2.C[S-].[Na+].[Cl-].[NH4+], predict the reaction product. The product is: [O:23]1[CH2:24][CH2:25][N:20]([C:15]2[CH:16]=[CH:17][CH:18]=[CH:19][C:14]=2[NH:13][C:8]2[N:7]=[CH:6][C:5]3[C:10](=[CH:11][CH:12]=[C:3]([OH:2])[CH:4]=3)[N:9]=2)[CH2:21][CH2:22]1. (5) Given the reactants [CH3:1][N:2]1[CH:6]=[C:5]([C:7]2[CH:12]=[CH:11][C:10]([NH:13][C:14]3[C:18]4[CH2:19][N:20]([C:23](=[O:25])[CH3:24])[CH2:21][CH2:22][C:17]=4[N:16]([C@H:26]4[CH2:30][CH2:29][O:28][CH2:27]4)[N:15]=3)=[CH:9][CH:8]=2)[CH:4]=[N:3]1.I[C:32]1[CH:37]=[CH:36][CH:35]=[CH:34][CH:33]=1.CC([O-])(C)C.[K+].C1(P(C2CCCCC2)C2C=CC=CC=2C2C(C(C)C)=CC(C(C)C)=CC=2C(C)C)CCCCC1, predict the reaction product. The product is: [CH3:1][N:2]1[CH:6]=[C:5]([C:7]2[CH:12]=[CH:11][C:10]([N:13]([C:14]3[C:18]4[CH2:19][N:20]([C:23](=[O:25])[CH3:24])[CH2:21][CH2:22][C:17]=4[N:16]([C@H:26]4[CH2:30][CH2:29][O:28][CH2:27]4)[N:15]=3)[C:32]3[CH:37]=[CH:36][CH:35]=[CH:34][CH:33]=3)=[CH:9][CH:8]=2)[CH:4]=[N:3]1. (6) Given the reactants C[O:2][C:3]1[CH:4]=[C:5]([CH:18]=[CH:19][C:20]=1[NH:21][S:22]([CH3:25])(=[O:24])=[O:23])[C:6]([NH:8][C:9]1[CH:14]=[CH:13][C:12]2[O:15]C[O:17][C:11]=2[CH:10]=1)=[O:7].B(Br)(Br)Br.CO, predict the reaction product. The product is: [OH:2][C:3]1[CH:4]=[C:5]([CH:18]=[CH:19][C:20]=1[NH:21][S:22]([CH3:25])(=[O:24])=[O:23])[C:6]([NH:8][C:9]1[CH:14]=[CH:13][C:12]([OH:15])=[C:11]([OH:17])[CH:10]=1)=[O:7].